The task is: Predict the reaction yield, written as a fraction of the theoretical maximum amount of product (1.0 means a 100% yield; for example, 0.34 means a 34% yield).. This data is from Reaction yield outcomes from USPTO patents with 853,638 reactions. (1) The reactants are [CH:1]([N:4]1[C:8]([C:9]2[N:18]=[C:17]3[N:11]([CH2:12][CH2:13][O:14][C:15]4[CH:22]=[C:21](OS(C(F)(F)F)(=O)=O)[N:20]=[CH:19][C:16]=43)[CH:10]=2)=[N:7][CH:6]=[N:5]1)([CH3:3])[CH3:2].C(=O)([O-])[O-].[Na+].[Na+].C1(P(C2C=CC=CC=2)C2C=CC=CC=2)C=CC=CC=1.[C:56]([O:60][C:61]([N:63]1[CH2:68][CH:67]=[C:66](B2OC(C)(C)C(C)(C)O2)[CH2:65][CH2:64]1)=[O:62])([CH3:59])([CH3:58])[CH3:57]. The catalyst is CN(C=O)C.C(=CC(C=CC1C=CC=CC=1)=O)C1C=CC=CC=1.C(=CC(C=CC1C=CC=CC=1)=O)C1C=CC=CC=1.[Pd]. The product is [C:56]([O:60][C:61]([N:63]1[CH2:64][CH:65]=[C:66]([C:21]2[N:20]=[CH:19][C:16]3[C:17]4[N:11]([CH2:12][CH2:13][O:14][C:15]=3[CH:22]=2)[CH:10]=[C:9]([C:8]2[N:4]([CH:1]([CH3:3])[CH3:2])[N:5]=[CH:6][N:7]=2)[N:18]=4)[CH2:67][CH2:68]1)=[O:62])([CH3:59])([CH3:57])[CH3:58]. The yield is 0.450. (2) The product is [ClH:3].[CH:18]([O:9][C:8](=[O:10])[CH:7]([NH2:6])[CH2:11][S:12][C:13]([CH3:16])([CH3:15])[CH3:14])([CH3:19])[CH3:17]. The reactants are S(Cl)([Cl:3])=O.Cl.[NH2:6][CH:7]([CH2:11][S:12][C:13]([CH3:16])([CH3:15])[CH3:14])[C:8]([OH:10])=[O:9].[CH3:17][CH:18](O)[CH3:19]. The yield is 0.820. No catalyst specified. (3) The catalyst is C1COCC1.O. The yield is 0.610. The reactants are [H-].[Na+].[CH:3]1([SH:6])[CH2:5][CH2:4]1.F[C:8]1[CH:13]=[CH:12][C:11]([N+:14]([O-:16])=[O:15])=[CH:10][CH:9]=1. The product is [CH:3]1([S:6][C:8]2[CH:13]=[CH:12][C:11]([N+:14]([O-:16])=[O:15])=[CH:10][CH:9]=2)[CH2:5][CH2:4]1. (4) The reactants are [NH2:1][C:2]1[N:3]=[CH:4][C:5]([C:8]2[C:9]([F:19])=[C:10]([OH:18])[C:11]([CH:14]3[CH2:17][CH2:16][CH2:15]3)=[CH:12][CH:13]=2)=[N:6][CH:7]=1.Cl[C:21]1[CH:26]=[C:25]([CH3:27])[N:24]=[C:23]([NH2:28])[N:22]=1.C([O-])([O-])=O.[K+].[K+].C1OCCOCCOCCOCCOCCOC1. The catalyst is CS(C)=O. The product is [NH2:1][C:2]1[N:3]=[CH:4][C:5]([C:8]2[C:9]([F:19])=[C:10]([C:11]([CH:14]3[CH2:15][CH2:16][CH2:17]3)=[CH:12][CH:13]=2)[O:18][C:21]2[CH:26]=[C:25]([CH3:27])[N:24]=[C:23]([NH2:28])[N:22]=2)=[N:6][CH:7]=1. The yield is 0.160. (5) The reactants are [C:1]1([C:7]([C:15]2[CH:20]=[CH:19][CH:18]=[CH:17][CH:16]=2)([CH:9]2[CH2:14][CH2:13][NH:12][CH2:11][CH2:10]2)[OH:8])[CH:6]=[CH:5][CH:4]=[CH:3][CH:2]=1.Br[CH2:22][CH2:23][C:24]1[CH:29]=[CH:28][C:27]([F:30])=[CH:26][CH:25]=1.C(#N)C. The catalyst is O. The product is [F:30][C:27]1[CH:28]=[CH:29][C:24]([CH2:23][CH2:22][N:12]2[CH2:13][CH2:14][CH:9]([C:7]([C:15]3[CH:20]=[CH:19][CH:18]=[CH:17][CH:16]=3)([C:1]3[CH:2]=[CH:3][CH:4]=[CH:5][CH:6]=3)[OH:8])[CH2:10][CH2:11]2)=[CH:25][CH:26]=1. The yield is 0.940.